This data is from Reaction yield outcomes from USPTO patents with 853,638 reactions. The task is: Predict the reaction yield, written as a fraction of the theoretical maximum amount of product (1.0 means a 100% yield; for example, 0.34 means a 34% yield). (1) The reactants are [H-].[Na+].Br[C:4]1[CH:9]=[C:8]([F:10])[CH:7]=[CH:6][C:5]=1[C:11]([CH3:20])([CH3:19])[CH2:12][C:13](=[O:18])[C:14]([F:17])([F:16])[F:15].C([Mg]Cl)(C)C.[Cl-].[Li+].[CH3:28][O:29][C:30]1[CH:35]=[CH:34][C:33]([C@@H:36]([N:38]=[C:39]=[O:40])[CH3:37])=[CH:32][CH:31]=1. The catalyst is C1COCC1.O1CCOCC1. The product is [F:10][C:8]1[CH:7]=[CH:6][C:5]([C:11]([CH3:20])([CH3:19])[CH2:12][C:13](=[O:18])[C:14]([F:17])([F:16])[F:15])=[C:4]([CH:9]=1)[C:39]([NH:38][C@H:36]([C:33]1[CH:32]=[CH:31][C:30]([O:29][CH3:28])=[CH:35][CH:34]=1)[CH3:37])=[O:40]. The yield is 0.860. (2) The reactants are O[CH:2]=[C:3]1[C:11]2[C:6](=[CH:7][C:8]([C:12]([C:14]3[CH:15]=[C:16]([NH:20][C:21]([C:23]4[N:24]([CH3:29])[N:25]=[C:26]([CH3:28])[CH:27]=4)=[O:22])[CH:17]=[CH:18][CH:19]=3)=[O:13])=[CH:9][CH:10]=2)[NH:5][C:4]1=[O:30].[N:31]1([CH2:36][CH2:37][NH:38][CH2:39][C:40]2[CH:45]=[CH:44][C:43]([NH2:46])=[CH:42][CH:41]=2)[CH2:35][CH2:34][CH2:33][CH2:32]1. The catalyst is C1COCC1. The product is [O:30]=[C:4]1[C:3](=[CH:2][NH:46][C:43]2[CH:44]=[CH:45][C:40]([CH2:39][NH:38][CH2:37][CH2:36][N:31]3[CH2:32][CH2:33][CH2:34][CH2:35]3)=[CH:41][CH:42]=2)[C:11]2[C:6](=[CH:7][C:8]([C:12]([C:14]3[CH:15]=[C:16]([NH:20][C:21]([C:23]4[N:24]([CH3:29])[N:25]=[C:26]([CH3:28])[CH:27]=4)=[O:22])[CH:17]=[CH:18][CH:19]=3)=[O:13])=[CH:9][CH:10]=2)[NH:5]1. The yield is 0.310. (3) The reactants are [CH2:1]([C:5]1[CH:10]=[CH:9][C:8]([C:11]#[C:12][C:13]2[CH:21]=[CH:20][C:16]([C:17]([OH:19])=O)=[CH:15][CH:14]=2)=[CH:7][CH:6]=1)[CH2:2][CH2:3][CH3:4].CCN=C=NCCCN(C)C.Cl.C1C=CC2N(O)N=NC=2C=1.CCN(C(C)C)C(C)C.[CH2:53]([NH:59][CH2:60][C:61]1[CH:73]=[CH:72][C:64]2[O:65][C:66]([CH3:71])([CH3:70])[O:67][C:68](=[O:69])[C:63]=2[CH:62]=1)[CH2:54][CH2:55][CH2:56][CH2:57][CH3:58]. The catalyst is C(Cl)Cl. The product is [CH2:1]([C:5]1[CH:6]=[CH:7][C:8]([C:11]#[C:12][C:13]2[CH:14]=[CH:15][C:16]([C:17]([N:59]([CH2:60][C:61]3[CH:73]=[CH:72][C:64]4[O:65][C:66]([CH3:71])([CH3:70])[O:67][C:68](=[O:69])[C:63]=4[CH:62]=3)[CH2:53][CH2:54][CH2:55][CH2:56][CH2:57][CH3:58])=[O:19])=[CH:20][CH:21]=2)=[CH:9][CH:10]=1)[CH2:2][CH2:3][CH3:4]. The yield is 0.730. (4) The reactants are [NH:1]1[CH:5]=[CH:4][N:3]=[CH:2]1.[CH3:6][O-:7].[Na+]. The catalyst is ClC1C=CC=CC=1. The product is [C:6]([N:1]1[CH:5]=[CH:4][N:3]=[CH:2]1)([N:1]1[CH:5]=[CH:4][N:3]=[CH:2]1)=[O:7]. The yield is 0.840. (5) The catalyst is CN(C=O)C.C(OCC)(=O)C. The product is [N:29]1([CH2:6][CH2:7][O:8][CH:9]2[CH2:10][CH2:11][C:12]3([CH2:17][CH2:16][N:15]([C:18]([O:20][C:21]([CH3:23])([CH3:24])[CH3:22])=[O:19])[CH2:14][CH2:13]3)[CH2:25][CH2:26]2)[CH:33]=[CH:32][N:31]=[CH:30]1. The reactants are CS(O[CH2:6][CH2:7][O:8][CH:9]1[CH2:26][CH2:25][C:12]2([CH2:17][CH2:16][N:15]([C:18]([O:20][C:21]([CH3:24])([CH3:23])[CH3:22])=[O:19])[CH2:14][CH2:13]2)[CH2:11][CH2:10]1)(=O)=O.[H-].[Na+].[NH:29]1[CH:33]=[CH:32][N:31]=[CH:30]1. The yield is 0.840. (6) The reactants are [OH:1][C:2]1[CH:7]=[CH:6][C:5]([C:8](=[O:10])[CH3:9])=[CH:4][C:3]=1[N+:11]([O-:13])=[O:12].[I-].[Na+].C(=O)([O-])[O-].[K+].[K+].[CH2:22](Br)[C:23]1[CH:28]=[CH:27][CH:26]=[CH:25][CH:24]=1. The catalyst is CC(C)=O. The product is [CH2:22]([O:1][C:2]1[CH:7]=[CH:6][C:5]([C:8](=[O:10])[CH3:9])=[CH:4][C:3]=1[N+:11]([O-:13])=[O:12])[C:23]1[CH:28]=[CH:27][CH:26]=[CH:25][CH:24]=1. The yield is 0.870.